From a dataset of Forward reaction prediction with 1.9M reactions from USPTO patents (1976-2016). Predict the product of the given reaction. (1) Given the reactants Br[CH2:2][C:3]1[C:4]([N+:13]([O-:15])=[O:14])=[C:5]([CH:10]=[CH:11][CH:12]=1)[C:6]([O:8][CH3:9])=[O:7].[CH3:16][NH:17][CH3:18], predict the reaction product. The product is: [CH3:16][N:17]([CH2:2][C:3]1[C:4]([N+:13]([O-:15])=[O:14])=[C:5]([CH:10]=[CH:11][CH:12]=1)[C:6]([O:8][CH3:9])=[O:7])[CH3:18]. (2) Given the reactants [CH3:1][CH:2]([O:4][C:5]1[CH:12]=[CH:11][C:10]([CH:13]2[N:17](C3C=C4C(=CC=3)CNCC4)[N:16]=[CH:15][S:14]2)=[CH:9][C:6]=1[C:7]#[N:8])[CH3:3].[C:28]([NH2:32])(=[O:31])[CH:29]=[CH2:30].[C:33](#[N:35])[CH3:34], predict the reaction product. The product is: [C:7]([C:6]1[CH:9]=[C:10]([C:13]2[S:14][C:15]([C:11]3[CH:12]=[C:5]4[C:6](=[CH:9][CH:10]=3)[CH2:7][N:35]([CH2:30][CH2:29][C:28]([NH2:32])=[O:31])[CH2:33][CH2:34]4)=[N:16][N:17]=2)[CH:11]=[CH:12][C:5]=1[O:4][CH:2]([CH3:1])[CH3:3])#[N:8]. (3) Given the reactants [Cl:1][C:2]1[CH:10]=[CH:9][C:5]([CH2:6][C:7]#[N:8])=[C:4]([F:11])[CH:3]=1.[CH3:12][C:13]([CH3:18])([CH3:17])[CH2:14][CH:15]=O.[OH-].[Na+], predict the reaction product. The product is: [Cl:1][C:2]1[CH:10]=[CH:9][C:5](/[C:6](=[CH:15]/[CH2:14][C:13]([CH3:18])([CH3:17])[CH3:12])/[C:7]#[N:8])=[C:4]([F:11])[CH:3]=1.